Dataset: Forward reaction prediction with 1.9M reactions from USPTO patents (1976-2016). Task: Predict the product of the given reaction. Given the reactants [CH3:1][C:2]1([CH3:19])[O:6][C:5](=[O:7])[N:4]([CH2:8][C:9]2[CH:14]=[CH:13][CH:12]=[CH:11][C:10]=2[N+:15]([O-])=O)[C:3]1=[O:18].[Cl-].[NH4+].C(O)C.O, predict the reaction product. The product is: [NH2:15][C:10]1[CH:11]=[CH:12][CH:13]=[CH:14][C:9]=1[CH2:8][N:4]1[C:3](=[O:18])[C:2]([CH3:19])([CH3:1])[O:6][C:5]1=[O:7].